This data is from Forward reaction prediction with 1.9M reactions from USPTO patents (1976-2016). The task is: Predict the product of the given reaction. (1) Given the reactants [Br:1][C:2]1[CH:9]=[CH:8][C:5]([CH:6]=O)=[CH:4][CH:3]=1.Cl.[C:11]1([CH:17]2[O:22][CH2:21][CH2:20][NH:19][CH2:18]2)[CH:16]=[CH:15][CH:14]=[CH:13][CH:12]=1, predict the reaction product. The product is: [Br:1][C:2]1[CH:9]=[CH:8][C:5]([CH2:6][N:19]2[CH2:20][CH2:21][O:22][CH:17]([C:11]3[CH:12]=[CH:13][CH:14]=[CH:15][CH:16]=3)[CH2:18]2)=[CH:4][CH:3]=1. (2) Given the reactants [I:1][C:2]1[CH:8]=[C:7]([O:9][C:10]([F:13])([F:12])[F:11])[CH:6]=[CH:5][C:3]=1[NH2:4].[Cl-].[CH3:15][CH:16]([C:18]1[CH:23]=[CH:22][C:21]([S:24](N)(=[O:26])=[O:25])=[CH:20][CH:19]=1)[CH3:17], predict the reaction product. The product is: [I:1][C:2]1[CH:8]=[C:7]([O:9][C:10]([F:11])([F:12])[F:13])[CH:6]=[CH:5][C:3]=1[NH:4][S:24]([C:21]1[CH:22]=[CH:23][C:18]([CH:16]([CH3:17])[CH3:15])=[CH:19][CH:20]=1)(=[O:26])=[O:25]. (3) Given the reactants Br[C:2]1[CH:7]=[CH:6][C:5]([CH2:8]C(=O)C)=[C:4](F)[CH:3]=1.O.[NH2:14][NH2:15].C([O-])(O)=O.[Na+], predict the reaction product. The product is: [NH:14]1[C:4]2[C:5](=[CH:6][CH:7]=[CH:2][CH:3]=2)[CH:8]=[N:15]1. (4) Given the reactants Cl[C:2]1[C:3]2[C:10]3[CH2:11][CH2:12][CH:13]([C:15]([N:17]([CH3:19])[CH3:18])=[O:16])[CH2:14][C:9]=3[S:8][C:4]=2[N:5]=[CH:6][N:7]=1.[CH3:20][N:21]([CH3:32])[C:22]1[CH:30]=[C:29]2[C:25]([CH:26]=[N:27][NH:28]2)=[CH:24][C:23]=1[NH2:31], predict the reaction product. The product is: [CH3:20][N:21]([CH3:32])[C:22]1[CH:30]=[C:29]2[C:25]([CH:26]=[N:27][NH:28]2)=[CH:24][C:23]=1[NH:31][C:2]1[C:3]2[C:10]3[CH2:11][CH2:12][CH:13]([C:15]([N:17]([CH3:19])[CH3:18])=[O:16])[CH2:14][C:9]=3[S:8][C:4]=2[N:5]=[CH:6][N:7]=1. (5) Given the reactants Cl[C:2]1[C:7]([C:8]([O:10][CH2:11][CH3:12])=[O:9])=[C:6]([CH3:13])[N:5]=[C:4]([S:14][CH3:15])[N:3]=1.[F:16][C:17]([F:30])([F:29])[C:18]1[CH:19]=[C:20]([CH:22]=[C:23]([C:25]([F:28])([F:27])[F:26])[CH:24]=1)[NH2:21], predict the reaction product. The product is: [F:16][C:17]([F:29])([F:30])[C:18]1[CH:19]=[C:20]([NH:21][C:2]2[C:7]([C:8]([O:10][CH2:11][CH3:12])=[O:9])=[C:6]([CH3:13])[N:5]=[C:4]([S:14][CH3:15])[N:3]=2)[CH:22]=[C:23]([C:25]([F:26])([F:28])[F:27])[CH:24]=1. (6) Given the reactants [Cl:1][C:2]1[CH:3]=[C:4]([C:9]2[CH:13]=[C:12]([O:14][CH2:15][CH2:16][CH2:17][OH:18])[N:11]([C:19]3[CH:28]=[CH:27][C:26]4[C:21](=[CH:22][CH:23]=[CH:24][CH:25]=4)[CH:20]=3)[N:10]=2)[CH:5]=[C:6]([Cl:8])[CH:7]=1.[Cr](O[Cr]([O-])(=O)=O)([O-])(=O)=[O:30].[NH+]1C=CC=CC=1.[NH+]1C=CC=CC=1, predict the reaction product. The product is: [Cl:8][C:6]1[CH:5]=[C:4]([C:9]2[CH:13]=[C:12]([O:14][CH2:15][CH2:16][C:17]([OH:30])=[O:18])[N:11]([C:19]3[CH:28]=[CH:27][C:26]4[C:21](=[CH:22][CH:23]=[CH:24][CH:25]=4)[CH:20]=3)[N:10]=2)[CH:3]=[C:2]([Cl:1])[CH:7]=1. (7) Given the reactants [CH3:1][C:2]1[NH:3][C:4](=[O:23])[N:5]([C:16]2[CH:17]=[C:18]([CH3:22])[CH:19]=[CH:20][CH:21]=2)[C:6]=1[C:7]1[CH:8]=[CH:9][C:10]2[N:11]([N:13]=[CH:14][N:15]=2)[CH:12]=1.CN(C)C=O.CC(C)([O-])C.[K+].Cl[CH2:36][C:37]1[CH:38]=[C:39]([CH:43]=[CH:44][CH:45]=1)[C:40]([NH2:42])=[O:41], predict the reaction product. The product is: [N:15]1[CH:14]=[N:13][N:11]2[CH:12]=[C:7]([C:6]3[N:5]([C:16]4[CH:17]=[C:18]([CH3:22])[CH:19]=[CH:20][CH:21]=4)[C:4](=[O:23])[N:3]([CH2:36][C:37]4[CH:38]=[C:39]([CH:43]=[CH:44][CH:45]=4)[C:40]([NH2:42])=[O:41])[C:2]=3[CH3:1])[CH:8]=[CH:9][C:10]=12. (8) The product is: [Cl:1][C:2]1[CH:11]=[CH:10][C:9]([F:12])=[C:8]2[C:3]=1[CH:4]=[C:5]([O:13][S:21]([C:24]([F:27])([F:26])[F:25])(=[O:23])=[O:22])[N:6]=[CH:7]2. Given the reactants [Cl:1][C:2]1[CH:11]=[CH:10][C:9]([F:12])=[C:8]2[C:3]=1[CH:4]=[C:5]([OH:13])[N:6]=[CH:7]2.C(N(CC)CC)C.[S:21](O[S:21]([C:24]([F:27])([F:26])[F:25])(=[O:23])=[O:22])([C:24]([F:27])([F:26])[F:25])(=[O:23])=[O:22].O, predict the reaction product. (9) Given the reactants [CH2:1]([O:3][C:4]1[C:13]([O:14][CH3:15])=[CH:12][C:11]2[C:10]([C:16]3[CH:24]=[CH:23][C:19]([C:20]([OH:22])=O)=[CH:18][CH:17]=3)=[N:9][C@@H:8]3[CH2:25][CH2:26][S:27][CH2:28][C@@H:7]3[C:6]=2[CH:5]=1)[CH3:2].Cl.[CH2:30]([C:32]1[O:33][C:34]([CH2:37][N:38]2[C:43]3[CH:44]=[C:45]([C:47]4[CH:52]=[CH:51][CH:50]=[CH:49][CH:48]=4)[S:46][C:42]=3[C:41](=[O:53])[N:40]([CH:54]3[CH2:59][CH2:58][NH:57][CH2:56][CH2:55]3)[C:39]2=[O:60])=[CH:35][N:36]=1)[CH3:31].CN(C(ON1N=NC2C=CC=CC1=2)=[N+](C)C)C.F[P-](F)(F)(F)(F)F.CCN(C(C)C)C(C)C, predict the reaction product. The product is: [CH2:1]([O:3][C:4]1[C:13]([O:14][CH3:15])=[CH:12][C:11]2[C:10]([C:16]3[CH:17]=[CH:18][C:19]([C:20]([N:57]4[CH2:58][CH2:59][CH:54]([N:40]5[C:41](=[O:53])[C:42]6[S:46][C:45]([C:47]7[CH:48]=[CH:49][CH:50]=[CH:51][CH:52]=7)=[CH:44][C:43]=6[N:38]([CH2:37][C:34]6[O:33][C:32]([CH2:30][CH3:31])=[N:36][CH:35]=6)[C:39]5=[O:60])[CH2:55][CH2:56]4)=[O:22])=[CH:23][CH:24]=3)=[N:9][C@@H:8]3[CH2:25][CH2:26][S:27][CH2:28][C@@H:7]3[C:6]=2[CH:5]=1)[CH3:2].